Dataset: Catalyst prediction with 721,799 reactions and 888 catalyst types from USPTO. Task: Predict which catalyst facilitates the given reaction. (1) Reactant: [F-].C([N+](CCCC)(CCCC)CCCC)CCC.[F:19][C:20]([F:65])([F:64])[C:21]([C:24]1[CH:29]=[CH:28][C:27]([C:30]2[N:34]=[C:33]([C:35]3[CH:36]=[CH:37][C:38](=[O:63])[N:39]([CH2:41][C:42]4[CH:47]=[CH:46][CH:45]=[C:44]([C:48]5([CH2:51][O:52][Si](C(C)C)(C(C)C)C(C)C)[CH2:50][CH2:49]5)[CH:43]=4)[CH:40]=3)[O:32][N:31]=2)=[CH:26][CH:25]=1)([CH3:23])[CH3:22].C(OCC)(=O)C. Product: [OH:52][CH2:51][C:48]1([C:44]2[CH:43]=[C:42]([CH:47]=[CH:46][CH:45]=2)[CH2:41][N:39]2[CH:40]=[C:35]([C:33]3[O:32][N:31]=[C:30]([C:27]4[CH:28]=[CH:29][C:24]([C:21]([CH3:23])([CH3:22])[C:20]([F:64])([F:19])[F:65])=[CH:25][CH:26]=4)[N:34]=3)[CH:36]=[CH:37][C:38]2=[O:63])[CH2:50][CH2:49]1. The catalyst class is: 1. (2) Reactant: O1[C:5]2([CH2:10][CH2:9][CH:8]([CH:11]([N:14]([CH3:16])[CH3:15])[CH2:12][CH3:13])[CH2:7][CH2:6]2)[O:4]CC1.Cl. Product: [CH3:16][N:14]([CH3:15])[CH:11]([CH:8]1[CH2:9][CH2:10][C:5](=[O:4])[CH2:6][CH2:7]1)[CH2:12][CH3:13]. The catalyst class is: 23. (3) Reactant: CC1(C)C(C)(C)OB([C:9]2[CH:14]=[CH:13][C:12]([F:15])=[CH:11][CH:10]=2)O1.Br[C:18]1[CH:19]=[CH:20][C:21]([CH3:25])=[C:22]([CH:24]=1)[NH2:23].C(=O)([O-])[O-].[Cs+].[Cs+]. Product: [F:15][C:12]1[CH:11]=[CH:10][C:9]([C:18]2[CH:19]=[CH:20][C:21]([CH3:25])=[C:22]([NH2:23])[CH:24]=2)=[CH:14][CH:13]=1. The catalyst class is: 1. (4) Reactant: [N:1]1[N:5]2[CH:6]=[CH:7][C:8]([C:10]([OH:12])=O)=[CH:9][C:4]2=[CH:3][CH:2]=1.[N:13]1([S:19]([C:22]2[CH:29]=[CH:28][C:25]([CH2:26][NH2:27])=[CH:24][CH:23]=2)(=[O:21])=[O:20])[CH2:18][CH2:17][CH2:16][CH2:15][CH2:14]1.CCN(C(C)C)C(C)C.CCN=C=NCCCN(C)C.Cl.C1C=CC2N(O)N=NC=2C=1. Product: [N:13]1([S:19]([C:22]2[CH:29]=[CH:28][C:25]([CH2:26][NH:27][C:10]([C:8]3[CH:7]=[CH:6][N:5]4[N:1]=[CH:2][CH:3]=[C:4]4[CH:9]=3)=[O:12])=[CH:24][CH:23]=2)(=[O:21])=[O:20])[CH2:14][CH2:15][CH2:16][CH2:17][CH2:18]1. The catalyst class is: 3. (5) Product: [Cl:14][C:9]1[CH:10]=[CH:11][CH:12]=[CH:13][C:8]=1[C:4](=[C:5]([Cl:6])[Cl:7])[C:3]([OH:15])=[O:2]. Reactant: C[O:2][C:3](=[O:15])[C:4]([C:8]1[CH:13]=[CH:12][CH:11]=[CH:10][C:9]=1[Cl:14])=[C:5]([Cl:7])[Cl:6].[OH-].[K+].Cl. The catalyst class is: 5. (6) The catalyst class is: 564. Reactant: [CH3:1][O:2][C:3](=[O:26])[CH2:4][C:5]1[C:14]([CH3:15])=[C:13](B2OC(C)(C)C(C)(C)O2)[C:12]2[C:7](=[CH:8][CH:9]=[C:10]([Cl:25])[CH:11]=2)[CH:6]=1.Br[C:28]1[CH:33]=[CH:32][C:31]([S:34][C:35]2[CH:40]=[C:39]([F:41])[CH:38]=[C:37]([F:42])[CH:36]=2)=[CH:30][CH:29]=1.C(=O)(O)[O-].[Na+].O. Product: [CH3:1][O:2][C:3](=[O:26])[CH2:4][C:5]1[C:14]([CH3:15])=[C:13]([C:28]2[CH:29]=[CH:30][C:31]([S:34][C:35]3[CH:40]=[C:39]([F:41])[CH:38]=[C:37]([F:42])[CH:36]=3)=[CH:32][CH:33]=2)[C:12]2[C:7](=[CH:8][CH:9]=[C:10]([Cl:25])[CH:11]=2)[CH:6]=1. (7) Reactant: [CH3:1][C:2]1[C:6]([C:7]([O-:9])=[O:8])=[CH:5][S:4][N:3]=1.[OH-].[Na+].Cl. Product: [CH3:1][C:2]1[C:6]([C:7]([OH:9])=[O:8])=[CH:5][S:4][N:3]=1. The catalyst class is: 87. (8) Reactant: [OH-].[Na+:2].[Cl:3][C:4]1[C:8]([Cl:9])=[C:7]([CH3:10])[NH:6][C:5]=1[C:11]([NH:13][C@@H:14]1[CH2:19][CH2:18][N:17]([C:20]2[S:21][C:22]([C:32]([OH:34])=[O:33])=[C:23]([C:25]([NH:27][CH2:28][CH2:29][O:30][CH3:31])=[O:26])[N:24]=2)[CH2:16][C@@H:15]1[O:35][CH3:36])=[O:12]. Product: [Cl:3][C:4]1[C:8]([Cl:9])=[C:7]([CH3:10])[NH:6][C:5]=1[C:11]([NH:13][C@@H:14]1[CH2:19][CH2:18][N:17]([C:20]2[S:21][C:22]([C:32]([O-:34])=[O:33])=[C:23]([C:25]([NH:27][CH2:28][CH2:29][O:30][CH3:31])=[O:26])[N:24]=2)[CH2:16][C@@H:15]1[O:35][CH3:36])=[O:12].[Na+:2]. The catalyst class is: 5. (9) The catalyst class is: 9. Product: [Br:29][CH2:26][CH2:28][CH2:30][O:1][C:2]1[CH:11]=[C:10]2[C:5]([C:6](=[O:24])[CH:7]=[C:8]([C:12]3[CH:17]=[C:16]([O:18][CH3:19])[C:15]([O:20][CH3:21])=[C:14]([O:22][CH3:23])[CH:13]=3)[O:9]2)=[CH:4][CH:3]=1. Reactant: [OH:1][C:2]1[CH:11]=[C:10]2[C:5]([C:6](=[O:24])[CH:7]=[C:8]([C:12]3[CH:17]=[C:16]([O:18][CH3:19])[C:15]([O:20][CH3:21])=[C:14]([O:22][CH3:23])[CH:13]=3)[O:9]2)=[CH:4][CH:3]=1.Br[C:26]([Br:29])([CH3:28])C.[C:30](=O)([O-])[O-].[K+].[K+].[K+].[Br-].